This data is from Full USPTO retrosynthesis dataset with 1.9M reactions from patents (1976-2016). The task is: Predict the reactants needed to synthesize the given product. (1) Given the product [CH3:29][S:30]([O:15][CH2:14][C@H:12]1[O:11][C:10]([CH3:17])([CH3:16])[O:9][C@@H:8]([CH2:7][C:6]([OH:5])=[O:18])[CH2:13]1)(=[O:32])=[O:31], predict the reactants needed to synthesize it. The reactants are: C([O:5][C:6](=[O:18])[CH2:7][C@H:8]1[CH2:13][C@@H:12]([CH2:14][OH:15])[O:11][C:10]([CH3:17])([CH3:16])[O:9]1)(C)(C)C.ClCCl.C(N(CC)CC)C.[CH3:29][S:30](Cl)(=[O:32])=[O:31]. (2) Given the product [CH3:1][C:2]1[C:7]([CH2:8][O:9][C:10]2[CH:23]=[CH:22][C:13]3[C@H:14]([CH2:17][C:18]([OH:20])=[O:19])[CH2:15][O:16][C:12]=3[CH:11]=2)=[CH:6][CH:5]=[CH:4][C:3]=1[C:24]1[C:25]([CH3:37])=[CH:26][C:27]([O:31][C@H:32]2[CH2:36][CH2:35][O:34][CH2:33]2)=[CH:28][C:29]=1[CH3:30], predict the reactants needed to synthesize it. The reactants are: [CH3:1][C:2]1[C:7]([CH2:8][O:9][C:10]2[CH:23]=[CH:22][C:13]3[C@H:14]([CH2:17][C:18]([O:20]C)=[O:19])[CH2:15][O:16][C:12]=3[CH:11]=2)=[CH:6][CH:5]=[CH:4][C:3]=1[C:24]1[C:29]([CH3:30])=[CH:28][C:27]([O:31][C@H:32]2[CH2:36][CH2:35][O:34][CH2:33]2)=[CH:26][C:25]=1[CH3:37].[OH-].[Li+]. (3) Given the product [CH3:26][C:11]1[C:12]([S:20]([CH3:23])(=[O:22])=[O:21])=[C:13]([CH:14]2[O:18][N:17]=[C:16]([CH3:19])[CH2:15]2)[C:4]([Cl:3])=[C:5]([CH:10]=1)[C:6]([OH:8])=[O:7], predict the reactants needed to synthesize it. The reactants are: [OH-].[Na+].[Cl:3][C:4]1[C:13]([CH:14]2[O:18][N:17]=[C:16]([CH3:19])[CH2:15]2)=[C:12]([S:20]([CH3:23])(=[O:22])=[O:21])[CH:11]=[CH:10][C:5]=1[C:6]([O:8]C)=[O:7].O.Cl.[CH3:26]O. (4) The reactants are: [OH:1][C:2]1[CH:7]=[CH:6][C:5]([CH2:8][CH2:9][C:10]([O:12][CH3:13])=[O:11])=[CH:4][CH:3]=1.[CH3:14][C:15]1[CH:29]=[CH:28][CH:27]=[CH:26][C:16]=1[O:17][C:18]1[CH:19]=[C:20]([CH2:24]O)[CH:21]=[CH:22][CH:23]=1.C1(C)C(O)=CC=CC=1.BrC1C=C(C=CC=1)C=O. Given the product [CH3:14][C:15]1[CH:29]=[CH:28][CH:27]=[CH:26][C:16]=1[O:17][C:18]1[CH:19]=[C:20]([CH:21]=[CH:22][CH:23]=1)[CH2:24][O:1][C:2]1[CH:3]=[CH:4][C:5]([CH2:8][CH2:9][C:10]([O:12][CH3:13])=[O:11])=[CH:6][CH:7]=1, predict the reactants needed to synthesize it. (5) Given the product [Cl:1][C:2]1[CH:10]=[CH:9][CH:8]=[C:7]2[C:3]=1[C:4]([C:15]([NH:26][CH2:25][CH:21]1[CH2:22][CH2:23][CH2:24][C:19]([F:27])([F:18])[CH2:20]1)=[O:17])=[CH:5][N:6]2[CH:11]1[CH2:12][O:13][CH2:14]1.[CH3:39][N:30]([CH:31]=[O:49])[CH3:29], predict the reactants needed to synthesize it. The reactants are: [Cl:1][C:2]1[CH:10]=[CH:9][CH:8]=[C:7]2[C:3]=1[C:4]([C:15]([OH:17])=O)=[CH:5][N:6]2[CH:11]1[CH2:14][O:13][CH2:12]1.[F:18][C:19]1([F:27])[CH2:24][CH2:23][CH2:22][CH:21]([CH2:25][NH2:26])[CH2:20]1.Cl.[CH3:29][N:30]([CH3:39])[CH2:31]CCN=C=NCC.N1([OH:49])C2C=CC=CC=2N=N1.CCN(C(C)C)C(C)C. (6) Given the product [CH3:1][O:2][C:3]1[C:8]([N+:9]([O-:11])=[O:10])=[C:7]([O:12][CH3:13])[N:6]=[C:5]([NH:14][CH2:15][CH2:16][NH2:17])[N:4]=1, predict the reactants needed to synthesize it. The reactants are: [CH3:1][O:2][C:3]1[C:8]([N+:9]([O-:11])=[O:10])=[C:7]([O:12][CH3:13])[N:6]=[C:5]([NH:14][CH2:15][CH2:16][NH:17]C(=O)OC(C)(C)C)[N:4]=1. (7) Given the product [Cl:1][C:2]1[CH:3]=[C:4](/[CH:5]=[CH:6]/[C:7]([N:20]2[CH2:26][CH2:25][C:24](=[O:27])[NH:23][CH2:22][CH2:21]2)=[O:9])[CH:10]=[CH:11][C:12]=1[Cl:13], predict the reactants needed to synthesize it. The reactants are: [Cl:1][C:2]1[CH:3]=[C:4]([CH:10]=[CH:11][C:12]=1[Cl:13])/[CH:5]=[CH:6]/[C:7]([OH:9])=O.C(Cl)(=O)C(Cl)=O.[NH:20]1[CH2:26][CH2:25][C:24](=[O:27])[NH:23][CH2:22][CH2:21]1.C(N(CC)CC)C. (8) Given the product [F:28][C:25]1[CH:26]=[CH:27][C:22]([C:21]([NH:20][C:17]2[CH:18]=[CH:19][C:14]([CH2:13][NH:12][C:10]3[C:9]4[C:4](=[CH:5][CH:6]=[CH:7][CH:8]=4)[N:3]=[C:2]([N:30]4[CH2:35][CH2:34][CH2:33][CH2:32][CH2:31]4)[N:11]=3)=[CH:15][CH:16]=2)=[O:29])=[CH:23][CH:24]=1, predict the reactants needed to synthesize it. The reactants are: Cl[C:2]1[N:11]=[C:10]([NH:12][CH2:13][C:14]2[CH:19]=[CH:18][C:17]([NH:20][C:21](=[O:29])[C:22]3[CH:27]=[CH:26][C:25]([F:28])=[CH:24][CH:23]=3)=[CH:16][CH:15]=2)[C:9]2[C:4](=[CH:5][CH:6]=[CH:7][CH:8]=2)[N:3]=1.[NH:30]1[CH2:35][CH2:34][CH2:33][CH2:32][CH2:31]1. (9) Given the product [F:27][C:6]1[CH:5]=[C:4](/[CH:28]=[CH:29]/[C:30]([OH:32])=[O:31])[CH:3]=[C:2]([F:1])[C:7]=1[C@@H:8]1[C:13]2[NH:14][C:15]3[C:20]([C:12]=2[CH2:11][C@@H:10]([CH3:21])[N:9]1[CH2:22][C:23]([F:26])([CH3:25])[CH3:24])=[CH:19][CH:18]=[CH:17][CH:16]=3, predict the reactants needed to synthesize it. The reactants are: [F:1][C:2]1[CH:3]=[C:4](/[CH:28]=[CH:29]/[C:30]([O-:32])=[O:31])[CH:5]=[C:6]([F:27])[C:7]=1[C:8]1[C:13]2[NH:14][C:15]3[C:20]([C:12]=2[CH2:11][C@@H:10]([CH3:21])[N+:9]=1[CH2:22][C:23]([F:26])([CH3:25])[CH3:24])=[CH:19][CH:18]=[CH:17][CH:16]=3.FC1C=C(/C=C/C(OC)=O)C=C(F)C=1[C@@H]1C2NC3C(C=2C[C@@H](C)N1CC(F)(C)C)=CC=CC=3.[OH-].[Na+].Cl. (10) Given the product [CH3:33][N:23]1[C:22]([O:14][CH:12]([C:9]2[N:10]=[N:11][N:7]([C:3]3[CH:2]=[C:1]([CH3:15])[CH:6]=[CH:5][CH:4]=3)[N:8]=2)[CH3:13])=[N:26][N:25]=[C:24]1[C:27]1[CH:32]=[CH:31][N:30]=[CH:29][CH:28]=1, predict the reactants needed to synthesize it. The reactants are: [C:1]1([CH3:15])[CH:6]=[CH:5][CH:4]=[C:3]([N:7]2[N:11]=[N:10][C:9]([CH:12]([OH:14])[CH3:13])=[N:8]2)[CH:2]=1.[H-].[Na+].CS([C:22]1[N:23]([CH3:33])[C:24]([C:27]2[CH:32]=[CH:31][N:30]=[CH:29][CH:28]=2)=[N:25][N:26]=1)(=O)=O.